Dataset: Catalyst prediction with 721,799 reactions and 888 catalyst types from USPTO. Task: Predict which catalyst facilitates the given reaction. (1) Reactant: C1(C)C(S(O)(=O)=O)=CC=CC=1.[C:12]1([C:18]2([C:24]([OH:26])=[O:25])[CH2:23][CH2:22][NH:21][CH2:20][CH2:19]2)[CH:17]=[CH:16][CH:15]=[CH:14][CH:13]=1.[CH2:27]([O:34][C:35](ON1C(=O)CCC1=O)=[O:36])[C:28]1[CH:33]=[CH:32][CH:31]=[CH:30][CH:29]=1. The catalyst class is: 373. Product: [CH2:27]([O:34][C:35]([N:21]1[CH2:20][CH2:19][C:18]([C:12]2[CH:13]=[CH:14][CH:15]=[CH:16][CH:17]=2)([C:24]([OH:26])=[O:25])[CH2:23][CH2:22]1)=[O:36])[C:28]1[CH:33]=[CH:32][CH:31]=[CH:30][CH:29]=1. (2) Reactant: [C:1]([O:5][C:6]([N:8]([CH2:10][C:11]([OH:13])=O)[CH3:9])=[O:7])([CH3:4])([CH3:3])[CH3:2].[F:14][C:15]1[CH:16]=[C:17]([C:22]2[CH:27]=[CH:26][CH:25]=[CH:24][C:23]=2[S:28][CH3:29])[CH:18]=[CH:19][C:20]=1[NH2:21].CCOC1N(C(OCC)=O)C2C(=CC=CC=2)C=C1.C(N(CC)CC)C. Product: [C:1]([O:5][C:6](=[O:7])[N:8]([CH2:10][C:11](=[O:13])[NH:21][C:20]1[CH:19]=[CH:18][C:17]([C:22]2[CH:27]=[CH:26][CH:25]=[CH:24][C:23]=2[S:28][CH3:29])=[CH:16][C:15]=1[F:14])[CH3:9])([CH3:2])([CH3:3])[CH3:4]. The catalyst class is: 22. (3) Reactant: [N+:1]([C:4]1[CH:12]=[CH:11][C:7]([C:8]([OH:10])=O)=[CH:6][CH:5]=1)([O-:3])=[O:2].ClC(C(Cl)=O)=O.[C:19]1([NH2:25])[CH:24]=[CH:23][CH:22]=[CH:21][CH:20]=1.C(N(CC)CC)C. Product: [N+:1]([C:4]1[CH:5]=[CH:6][C:7]([C:8]([NH:25][C:19]2[CH:24]=[CH:23][CH:22]=[CH:21][CH:20]=2)=[O:10])=[CH:11][CH:12]=1)([O-:3])=[O:2]. The catalyst class is: 120. (4) Reactant: [CH3:1][O:2][C:3]1[CH:8]=[C:7]([O:9][CH3:10])[N:6]=[C:5]([N:11]2[C:20](=[O:21])[C:19]3[C:14](=[CH:15][C:16]([C:22](O)=[O:23])=[CH:17][CH:18]=3)[NH:13][C:12]2=[S:25])[N:4]=1.[CH3:26][N:27](C(ON1N=NC2C=CC=NC1=2)=[N+](C)C)[CH3:28].F[P-](F)(F)(F)(F)F.CCN(C(C)C)C(C)C.Cl.CNC. Product: [CH3:10][O:9][C:7]1[CH:8]=[C:3]([O:2][CH3:1])[N:4]=[C:5]([N:11]2[C:20](=[O:21])[C:19]3[C:14](=[CH:15][C:16]([C:22]([N:27]([CH3:28])[CH3:26])=[O:23])=[CH:17][CH:18]=3)[NH:13][C:12]2=[S:25])[N:6]=1. The catalyst class is: 18. (5) Reactant: [NH2:1][C:2]1[CH:3]=[C:4]2[C:9](=[CH:10][CH:11]=1)[N:8]=[CH:7][C:6]([C:12]#[N:13])=[C:5]2[NH:14][CH:15]1[CH2:21][CH2:20][CH2:19][CH2:18][CH2:17][CH2:16]1.[CH3:22][S:23]([C:26]1[CH:27]=[C:28]([CH:31]=[CH:32][CH:33]=1)[CH:29]=O)(=[O:25])=[O:24].[BH3-]C#N.[Na+]. Product: [CH:15]1([NH:14][C:5]2[C:4]3[C:9](=[CH:10][CH:11]=[C:2]([NH:1][CH2:29][C:28]4[CH:31]=[CH:32][CH:33]=[C:26]([S:23]([CH3:22])(=[O:25])=[O:24])[CH:27]=4)[CH:3]=3)[N:8]=[CH:7][C:6]=2[C:12]#[N:13])[CH2:16][CH2:17][CH2:18][CH2:19][CH2:20][CH2:21]1. The catalyst class is: 14.